Dataset: Forward reaction prediction with 1.9M reactions from USPTO patents (1976-2016). Task: Predict the product of the given reaction. (1) Given the reactants Br[C:2]1[C:3]2[N:4]([CH:14]=[CH:15][N:16]=2)[N:5]=[C:6]([C:8]2[CH:13]=[CH:12][CH:11]=[CH:10][CH:9]=2)[CH:7]=1.[CH3:17][O:18][C:19]1[CH:20]=[CH:21][C:22]([NH2:27])=[N:23][C:24]=1[O:25][CH3:26].C1C=CC(P(C2C(C3C(P(C4C=CC=CC=4)C4C=CC=CC=4)=CC=C4C=3C=CC=C4)=C3C(C=CC=C3)=CC=2)C2C=CC=CC=2)=CC=1.C([O-])([O-])=O.[Cs+].[Cs+], predict the reaction product. The product is: [CH3:17][O:18][C:19]1[CH:20]=[CH:21][C:22]([NH:27][C:2]2[C:3]3[N:4]([CH:14]=[CH:15][N:16]=3)[N:5]=[C:6]([C:8]3[CH:13]=[CH:12][CH:11]=[CH:10][CH:9]=3)[CH:7]=2)=[N:23][C:24]=1[O:25][CH3:26]. (2) Given the reactants [C:1]([C:9]1[CH:24]=[C:23]([O:25][C:26]([F:29])([F:28])[F:27])[CH:22]=[CH:21][C:10]=1[O:11][CH:12]([CH3:20])[CH2:13][CH2:14]OS(C)(=O)=O)(=[O:8])[C:2]1[CH:7]=[CH:6][CH:5]=[CH:4][CH:3]=1.C([O:32][C:33](=[O:44])[CH2:34][S:35][C:36]1[CH:41]=[CH:40][C:39]([OH:42])=[CH:38][C:37]=1[CH3:43])C, predict the reaction product. The product is: [C:1]([C:9]1[CH:24]=[C:23]([O:25][C:26]([F:27])([F:28])[F:29])[CH:22]=[CH:21][C:10]=1[O:11][CH:12]([CH3:20])[CH2:13][CH2:14][O:42][C:39]1[CH:40]=[CH:41][C:36]([S:35][CH2:34][C:33]([OH:32])=[O:44])=[C:37]([CH3:43])[CH:38]=1)(=[O:8])[C:2]1[CH:3]=[CH:4][CH:5]=[CH:6][CH:7]=1. (3) Given the reactants B(Br)(Br)Br.C[O:6][C:7]1[CH:8]=[C:9]2[C:13](=[CH:14][CH:15]=1)[CH:12]([CH2:16][C:17]([O:19][CH3:20])=[O:18])[CH2:11][CH2:10]2, predict the reaction product. The product is: [OH:6][C:7]1[CH:8]=[C:9]2[C:13](=[CH:14][CH:15]=1)[CH:12]([CH2:16][C:17]([O:19][CH3:20])=[O:18])[CH2:11][CH2:10]2. (4) The product is: [CH2:1]([N:3]1[CH2:8][CH2:7][N:6]([S:9]([NH2:12])(=[O:11])=[O:10])[CH2:5][CH2:4]1)[CH3:2]. Given the reactants [CH2:1]([N:3]1[CH2:8][CH2:7][NH:6][CH2:5][CH2:4]1)[CH3:2].[S:9](N)([NH2:12])(=[O:11])=[O:10], predict the reaction product.